This data is from Human Reference Interactome with 51,813 positive PPI pairs across 8,248 proteins, plus equal number of experimentally-validated negative pairs. The task is: Binary Classification. Given two protein amino acid sequences, predict whether they physically interact or not. (1) Protein 1 (ENSG00000100580) has sequence MSDLQAAEGPGSWSPTARPGSAGGVGDCQGVEGSQAAASENEDLENKDTSLLASATDPEPCSSPHRPQMVSPVSKDATEDLRKATGPLEAQALVKQDLLPADQAQVLNEMAKYQVPQRSGDIVMIQSEHTGAIDVLSADLESADLLGDHRKVSPPLMAPPCIWTFAKVKEFKSKLGKEKNSRLVVKRGEVVTIRVPTHPEGKRVCWEFATDDYDIGFGVYFDWTPVTSTDITVQVSDSSDDEDEEEEEEEEIEEPVPAGDVERGSRSSLRGRYGEVMPVYRRDSHRDVQAGSHDYPGEGI.... Protein 2 (ENSG00000171307) has sequence MRGQRSLLLGPARLCLRLLLLLGYRRRCPPLLRGLVQRWRYGKVCLRSLLYNSFGGSDTAVDAAFEPVYWLVDNVIRWFGVVFVVLVIVLTGSIVAIAYLCVLPLILRTYSVPRLCWHFFYSHWNLILIVFHYYQAITTPPGYPPQGRNDIATVSICKKCIYPKPARTHHCSICNRCVLKMDHHCPWLNNCVGHYNHRYFFSFCFFMTLGCVYCSYGSWDLFREAYAAIEKMKQLDKNKLQAVANQTYHQTPPPTFSFRERMTHKSLVYLWFLCSSVALALGALTVWHAVLISRGETSIE.... Result: 1 (the proteins interact). (2) Protein 1 (ENSG00000108094) has sequence MSLKPRVVDFDETWNKLLTTIKAVVMLEYVERATWNDRFSDIYALCVAYPEPLGERLYTETKIFLENHVRHLHKRVLESEEQVLVMYHRYWEEYSKGADYMDCLYRYLNTQFIKKNKLTEADLQYGYGGVDMNEPLMEIGELALDMWRKLMVEPLQAILIRMLLREIKNDRGGEDPNQKVIHGVINSFVHVEQYKKKFPLKFYQEIFESPFLTETGEYYKQEASNLLQESNCSQYMEKVLGRLKDEEIRCRKYLHPSSYTKVIHECQQRMVADHLQFLHAECHNIIRQEKKNDMANMYVL.... Protein 2 (ENSG00000170485) has sequence MDEDEKDRAKRASRNKSEKKRRDQFNVLIKELSSMLPGNTRKMDKTTVLEKVIGFLQKHNEVSAQTEICDIQQDWKPSFLSNEEFTQLMLEALDGFIIAVTTDGSIIYVSDSITPLLGHLPSDVMDQNLLNFLPEQEHSEVYKILSSHMLVTDSPSPEYLKSDSDLEFYCHLLRGSLNPKEFPTYEYIKFVGNFRSYNNVPSPSCNGFDNTLSRPCRVPLGKEVCFIATVRLATPQFLKEMCIVDEPLEEFTSRHSLEWKFLFLDHRAPPIIGYLPFEVLGTSGYDYYHIDDLELLARCH.... Result: 0 (the proteins do not interact). (3) Result: 0 (the proteins do not interact). Protein 2 (ENSG00000115267) has sequence MSNGYSTDENFRYLISCFRARVKMYIQVEPVLDYLTFLPAEVKEQIQRTVATSGNMQAVELLLSTLEKGVWHLGWTREFVEALRRTGSPLAARYMNPELTDLPSPSFENAHDEYLQLLNLLQPTLVDKLLVRDVLDKCMEEELLTIEDRNRIAAAENNGNESGVRELLKRIVQKENWFSAFLNVLRQTGNNELVQELTGSDCSESNAGICNFTEEDSSNSA*MSNGYSTDENFRYLISCFRARVKMYIQVEPVLDYLTFLPAEVKEQIQRTVATSGNMQAVELLLSTLEKGVWHLGWTRE.... Protein 1 (ENSG00000189037) has sequence MTASASSFSSSQGVQQPSIYSFSQITRSLFLSNGVAANDKLLLSSNRITAIVNASVEVVNVFFEGIQYIKVPVTDARDSRLYDFFDPIADLIHTIDMRQGRTLLHCMAGVSRSASLCLAYLMKYHSMSLLDAHTWTKSRRPIIRPNNGFWEQLINYEFKLFNNNTVRMINSPVGNIPDIYEKDLRMMISM*. (4) Protein 1 (ENSG00000091436) has sequence MSSLGASFVQIKFDDLQFFENCGGGSFGSVYRAKWISQDKEVAVKKLLKIEKEAEILSVLSHRNIIQFYGVILEPPNYGIVTEYASLGSLYDYINSNRSEEMDMDHIMTWATDVAKGMHYLHMEAPVKVIHRDLKSRNVVIAADGVLKICDFGASRFHNHTTHMSLVGTFPWMAPEVIQSLPVSETCDTYSYGVVLWEMLTREVPFKGLEGLQVAWLVVEKNERLTIPSSCPRSFAELLHQCWEADAKKRPSFKQIISILESMSNDTSLPDKCNSFLHNKAEWRCEIEATLERLKKLERD.... Protein 2 (ENSG00000182108) has sequence MLGARVAAHLDALGPLVPYVPPPLLPSMFYVGLFFVNVLILYYAFLMEYIVLNVGLVFLPEDMDQALVDLGVLSDPGSGLYDADSELDVFDAYLE*. Result: 0 (the proteins do not interact).